Predict the product of the given reaction. From a dataset of Forward reaction prediction with 1.9M reactions from USPTO patents (1976-2016). (1) Given the reactants [CH3:1][CH:2]1[CH2:6][CH2:5][CH2:4][N:3]1[C:7]1[N:12]=[C:11]([NH:13][C:14]2[C:15]3[N:16]([CH:29]=[CH:30][N:31]=3)[N:17]=[C:18]([C:20]3[CH:21]=[C:22]([CH:26]=[CH:27][CH:28]=3)[C:23](O)=[O:24])[CH:19]=2)[CH:10]=[CH:9][CH:8]=1.[CH3:32][N:33]([CH3:37])[CH2:34][CH2:35][NH2:36].CN1C=CN=C1.CCN=C=NCCCN(C)C, predict the reaction product. The product is: [CH3:32][N:33]([CH3:37])[CH2:34][CH2:35][NH:36][C:23](=[O:24])[C:22]1[CH:26]=[CH:27][CH:28]=[C:20]([C:18]2[CH:19]=[C:14]([NH:13][C:11]3[CH:10]=[CH:9][CH:8]=[C:7]([N:3]4[CH2:4][CH2:5][CH2:6][CH:2]4[CH3:1])[N:12]=3)[C:15]3[N:16]([CH:29]=[CH:30][N:31]=3)[N:17]=2)[CH:21]=1. (2) Given the reactants [H-].[Na+].CN(C=O)C.[Br:8][C:9]1[CH:14]=[CH:13][CH:12]=[CH:11][C:10]=1[SH:15].[C:16]1([N:22]=[C:23]([O:35][C:36]2[CH:41]=[CH:40][CH:39]=[CH:38][CH:37]=2)[CH:24]=[CH:25]S(C2C=CC=CC=2)(=O)=O)[CH:21]=[CH:20][CH:19]=[CH:18][CH:17]=1, predict the reaction product. The product is: [Br:8][C:9]1[CH:14]=[CH:13][CH:12]=[CH:11][C:10]=1[S:15][CH:25]=[CH:24][C:23](=[N:22][C:16]1[CH:21]=[CH:20][CH:19]=[CH:18][CH:17]=1)[O:35][C:36]1[CH:41]=[CH:40][CH:39]=[CH:38][CH:37]=1.